From a dataset of Peptide-MHC class II binding affinity with 134,281 pairs from IEDB. Regression. Given a peptide amino acid sequence and an MHC pseudo amino acid sequence, predict their binding affinity value. This is MHC class II binding data. (1) The peptide sequence is MHVSFVMAYPEMLAA. The MHC is HLA-DPA10201-DPB11401 with pseudo-sequence HLA-DPA10201-DPB11401. The binding affinity (normalized) is 0.467. (2) The peptide sequence is CTKEEFIAKVRSHAA. The MHC is DRB1_0901 with pseudo-sequence DRB1_0901. The binding affinity (normalized) is 0.511. (3) The peptide sequence is YDKFLANVSTMLTGK. The MHC is DRB1_0101 with pseudo-sequence DRB1_0101. The binding affinity (normalized) is 0.820. (4) The peptide sequence is EKKYFAATQREPLAA. The MHC is HLA-DQA10301-DQB10302 with pseudo-sequence HLA-DQA10301-DQB10302. The binding affinity (normalized) is 0.234. (5) The peptide sequence is NSADTISSYFVGK. The MHC is DRB4_0101 with pseudo-sequence DRB4_0103. The binding affinity (normalized) is 0.